Regression. Given two drug SMILES strings and cell line genomic features, predict the synergy score measuring deviation from expected non-interaction effect. From a dataset of NCI-60 drug combinations with 297,098 pairs across 59 cell lines. (1) Drug 1: CCCCCOC(=O)NC1=NC(=O)N(C=C1F)C2C(C(C(O2)C)O)O. Drug 2: C1CN1C2=NC(=NC(=N2)N3CC3)N4CC4. Cell line: DU-145. Synergy scores: CSS=46.7, Synergy_ZIP=-3.30, Synergy_Bliss=-4.41, Synergy_Loewe=-40.5, Synergy_HSA=-5.12. (2) Synergy scores: CSS=1.14, Synergy_ZIP=-1.26, Synergy_Bliss=0.976, Synergy_Loewe=-2.82, Synergy_HSA=-0.639. Drug 1: CNC(=O)C1=CC=CC=C1SC2=CC3=C(C=C2)C(=NN3)C=CC4=CC=CC=N4. Drug 2: C(CC(=O)O)C(=O)CN.Cl. Cell line: NCI-H226. (3) Drug 1: CC1=C(C=C(C=C1)NC(=O)C2=CC=C(C=C2)CN3CCN(CC3)C)NC4=NC=CC(=N4)C5=CN=CC=C5. Drug 2: C(CCl)NC(=O)N(CCCl)N=O. Cell line: HT29. Synergy scores: CSS=5.74, Synergy_ZIP=2.42, Synergy_Bliss=1.98, Synergy_Loewe=4.95, Synergy_HSA=-0.124. (4) Drug 1: CN(C)C1=NC(=NC(=N1)N(C)C)N(C)C. Drug 2: C1=NC(=NC(=O)N1C2C(C(C(O2)CO)O)O)N. Cell line: M14. Synergy scores: CSS=3.95, Synergy_ZIP=2.50, Synergy_Bliss=6.12, Synergy_Loewe=-0.359, Synergy_HSA=2.70. (5) Drug 1: CC12CCC(CC1=CCC3C2CCC4(C3CC=C4C5=CN=CC=C5)C)O. Drug 2: CN(C)C1=NC(=NC(=N1)N(C)C)N(C)C. Cell line: NCIH23. Synergy scores: CSS=-1.37, Synergy_ZIP=-1.22, Synergy_Bliss=-1.69, Synergy_Loewe=-4.40, Synergy_HSA=-3.24. (6) Drug 1: C1=CN(C(=O)N=C1N)C2C(C(C(O2)CO)O)O.Cl. Drug 2: CC12CCC3C(C1CCC2OP(=O)(O)O)CCC4=C3C=CC(=C4)OC(=O)N(CCCl)CCCl.[Na+]. Cell line: OVCAR-5. Synergy scores: CSS=45.7, Synergy_ZIP=-6.81, Synergy_Bliss=-5.36, Synergy_Loewe=-2.40, Synergy_HSA=-0.0424. (7) Drug 1: C1CC(C1)(C(=O)O)C(=O)O.[NH2-].[NH2-].[Pt+2]. Drug 2: CCC1=C2N=C(C=C(N2N=C1)NCC3=C[N+](=CC=C3)[O-])N4CCCCC4CCO. Cell line: HCT116. Synergy scores: CSS=29.8, Synergy_ZIP=-0.789, Synergy_Bliss=-4.41, Synergy_Loewe=-49.5, Synergy_HSA=-3.91.